Dataset: Full USPTO retrosynthesis dataset with 1.9M reactions from patents (1976-2016). Task: Predict the reactants needed to synthesize the given product. (1) Given the product [CH:24]1([NH:27][C:13](=[O:15])[C:12]2[CH:16]=[CH:17][C:9]([O:8][CH2:7][C:6]3[N:2]([CH3:1])[N:3]=[N:4][C:5]=3[C:18]3[CH:23]=[CH:22][CH:21]=[CH:20][CH:19]=3)=[N:10][CH:11]=2)[CH2:26][CH2:25]1, predict the reactants needed to synthesize it. The reactants are: [CH3:1][N:2]1[C:6]([CH2:7][O:8][C:9]2[CH:17]=[CH:16][C:12]([C:13]([OH:15])=O)=[CH:11][N:10]=2)=[C:5]([C:18]2[CH:23]=[CH:22][CH:21]=[CH:20][CH:19]=2)[N:4]=[N:3]1.[CH:24]1([NH2:27])[CH2:26][CH2:25]1. (2) Given the product [F:8][C:6]1[CH:5]=[C:4]([CH2:9][C:10]([NH:12][C@H:13]([C:15]([NH:19][CH:20]([C:25]2[CH:26]=[CH:27][C:28]([O:31][CH3:32])=[CH:29][CH:30]=2)[C:21]([O:23][CH3:24])=[O:22])=[O:17])[CH3:14])=[O:11])[CH:3]=[C:2]([F:1])[CH:7]=1, predict the reactants needed to synthesize it. The reactants are: [F:1][C:2]1[CH:3]=[C:4]([CH2:9][C:10]([NH:12][C@H:13]([C:15]([OH:17])=O)[CH3:14])=[O:11])[CH:5]=[C:6]([F:8])[CH:7]=1.Cl.[NH2:19][CH:20]([C:25]1[CH:30]=[CH:29][C:28]([O:31][CH3:32])=[CH:27][CH:26]=1)[C:21]([O:23][CH3:24])=[O:22]. (3) Given the product [F:25][CH:16]([F:26])[O:12][C:4]1[CH:5]=[C:6]([F:11])[C:7]([N+:8]([O-:10])=[O:9])=[C:2]([F:1])[CH:3]=1, predict the reactants needed to synthesize it. The reactants are: [F:1][C:2]1[CH:3]=[C:4]([OH:12])[CH:5]=[C:6]([F:11])[C:7]=1[N+:8]([O-:10])=[O:9].[OH-].[K+].Cl[C:16]([F:26])([F:25])C(C1C=CC=CC=1)=O. (4) Given the product [CH3:2][C@H:3]1[C:10]([S:11][C@@H:12]2[CH2:16][NH:15][C@H:14]([C:17]([NH:19][C:20]3[CH:25]=[C:24]([C:26]([O-:28])=[O:27])[CH:23]=[CH:22][CH:21]=3)=[O:18])[CH2:13]2)=[C:9]([C:29]([O-:31])=[O:30])[N:8]2[C@H:4]1[C@@H:5]([C@H:32]([OH:34])[CH3:33])[C:6]2=[O:7].[Na+:39].[Na+:39], predict the reactants needed to synthesize it. The reactants are: [Na].[CH3:2][C@H:3]1[C:10]([S:11][C@@H:12]2[CH2:16][NH:15][C@H:14]([C:17]([NH:19][C:20]3[CH:21]=[CH:22][CH:23]=[C:24]([C:26]([OH:28])=[O:27])[CH:25]=3)=[O:18])[CH2:13]2)=[C:9]([C:29]([OH:31])=[O:30])[N:8]2[C@H:4]1[C@@H:5]([C@H:32]([OH:34])[CH3:33])[C:6]2=[O:7].C(=O)(O)[O-].[Na+:39].C(=O)=O. (5) Given the product [CH3:1][O:2][CH:3]([O:6][CH3:7])/[CH:4]=[CH:37]/[N+:34]([O-:36])=[O:35], predict the reactants needed to synthesize it. The reactants are: [CH3:1][O:2][CH:3]([O:6][CH3:7])[CH:4]=O.C(=O)([O-])[O-].[K+].[K+].C(N(CC)CC)C.FC(F)(F)C(OC(=O)C(F)(F)F)=O.[N+:34]([CH3:37])([O-:36])=[O:35].